From a dataset of Reaction yield outcomes from USPTO patents with 853,638 reactions. Predict the reaction yield, written as a fraction of the theoretical maximum amount of product (1.0 means a 100% yield; for example, 0.34 means a 34% yield). The reactants are Br[CH2:2][C:3]1[O:4][C:5](=[O:9])[O:6][C:7]=1[CH3:8].[Cl:10][C:11]1[CH:12]=[C:13]([S:17]([NH:20][C:21]2[CH:29]=[CH:28][C:24]([C:25]([OH:27])=[O:26])=[C:23]([OH:30])[CH:22]=2)(=[O:19])=[O:18])[S:14][C:15]=1[Cl:16].C([O-])(O)=O.[Na+].C(O)(C(F)(F)F)=O. The catalyst is CN(C=O)C.O.CC#N. The product is [Cl:10][C:11]1[CH:12]=[C:13]([S:17]([NH:20][C:21]2[CH:29]=[CH:28][C:24]([C:25]([O:27][CH2:2][C:3]3[O:4][C:5](=[O:9])[O:6][C:7]=3[CH3:8])=[O:26])=[C:23]([OH:30])[CH:22]=2)(=[O:18])=[O:19])[S:14][C:15]=1[Cl:16]. The yield is 0.380.